The task is: Predict the reactants needed to synthesize the given product.. This data is from Full USPTO retrosynthesis dataset with 1.9M reactions from patents (1976-2016). (1) Given the product [CH:4]1([NH:9][C:15]([NH2:14])=[O:16])[CH2:8][CH2:7][CH2:6][CH2:5]1, predict the reactants needed to synthesize it. The reactants are: C(Cl)Cl.[CH:4]1([NH2:9])[CH2:8][CH2:7][CH2:6][CH2:5]1.C[Si]([N:14]=[C:15]=[O:16])(C)C. (2) Given the product [N:1]1[C:2]([C:10](/[C:11](=[CH:20]\[N:21]([CH3:23])[CH3:22])/[C:12]([O:14][CH2:15][CH3:16])=[O:13])=[O:17])=[N:3][N:4]2[CH:9]=[CH:8][CH:7]=[CH:6][C:5]=12, predict the reactants needed to synthesize it. The reactants are: [N:1]1[C:2]([C:10](=[O:17])[CH2:11][C:12]([O:14][CH2:15][CH3:16])=[O:13])=[N:3][N:4]2[CH:9]=[CH:8][CH:7]=[CH:6][C:5]=12.CO[CH:20](OC)[N:21]([CH3:23])[CH3:22]. (3) Given the product [CH3:22][O:21][C:17]1[CH:18]=[CH:19][C:20]2[N:15]([N:14]=[C:38]([C:39]3[CH:43]=[CH:42][S:41][CH:40]=3)[C:37]=2[C:36]([C:44]2[N:49]=[C:48]([C:50]([O:52][CH3:53])=[O:51])[CH:47]=[CH:46][CH:45]=2)=[O:35])[CH:16]=1, predict the reactants needed to synthesize it. The reactants are: CC1C=C(C)C=C(C)C=1S([O-])(=O)=O.[NH2:14][N+:15]1[CH:20]=[CH:19][CH:18]=[C:17]([O:21][CH3:22])[CH:16]=1.C(=O)([O-])[O-].[K+].[K+].O1CCOCC1.[O:35]=[C:36]([C:44]1[N:49]=[C:48]([C:50]([O:52][CH3:53])=[O:51])[CH:47]=[CH:46][CH:45]=1)[C:37]#[C:38][C:39]1[CH:43]=[CH:42][S:41][CH:40]=1. (4) Given the product [CH3:1][C:2]1[CH:3]=[CH:4][C:5]([C:8]2([C:18]3[CH:23]=[CH:22][C:21]([CH3:24])=[CH:20][CH:19]=3)[CH:12]3[CH2:13][N:14]([C:34]([NH:33][C:27]4[CH:28]=[CH:29][C:30]([F:32])=[CH:31][C:26]=4[F:25])=[O:35])[CH2:15][CH2:16][N:11]3[C:10](=[O:17])[O:9]2)=[CH:6][CH:7]=1, predict the reactants needed to synthesize it. The reactants are: [CH3:1][C:2]1[CH:7]=[CH:6][C:5]([C:8]2([C:18]3[CH:23]=[CH:22][C:21]([CH3:24])=[CH:20][CH:19]=3)[CH:12]3[CH2:13][NH:14][CH2:15][CH2:16][N:11]3[C:10](=[O:17])[O:9]2)=[CH:4][CH:3]=1.[F:25][C:26]1[CH:31]=[C:30]([F:32])[CH:29]=[CH:28][C:27]=1[N:33]=[C:34]=[O:35]. (5) Given the product [Cl:1][C:2]1[CH:26]=[CH:25][CH:24]=[C:23]2[C:3]=1[C:4](=[O:5])[N:6]([CH:7]1[CH2:9][CH2:8]1)[C:10]([C@H:11]([NH:14][C:15](=[O:21])[O:16][C:17]([CH3:20])([CH3:19])[CH3:18])[CH2:12][CH3:13])=[N:27]2, predict the reactants needed to synthesize it. The reactants are: [Cl:1][C:2]1[CH:26]=[CH:25][CH:24]=[C:23]([N+:27]([O-])=O)[C:3]=1[C:4]([N:6]([C:10](=O)[C@H:11]([NH:14][C:15](=[O:21])[O:16][C:17]([CH3:20])([CH3:19])[CH3:18])[CH2:12][CH3:13])[CH:7]1[CH2:9][CH2:8]1)=[O:5].C([O-])(O)=O.[Na+]. (6) Given the product [F:1][C:2]1[CH:17]=[CH:16][C:5]2[N:6]([CH2:11][C@H:12]([CH3:15])[CH2:13][I:42])[C:7](=[O:10])[CH2:8][O:9][C:4]=2[CH:3]=1, predict the reactants needed to synthesize it. The reactants are: [F:1][C:2]1[CH:17]=[CH:16][C:5]2[N:6]([CH2:11][C@H:12]([CH3:15])[CH2:13]O)[C:7](=[O:10])[CH2:8][O:9][C:4]=2[CH:3]=1.C1(P(C2C=CC=CC=2)C2C=CC=CC=2)C=CC=CC=1.N1C=CN=C1.[I:42]I. (7) The reactants are: Br[CH:2]([C:14]1[CH:19]=[CH:18][CH:17]=[CH:16][CH:15]=1)[C:3]([C:5]1[C:13]2[C:8](=[CH:9][CH:10]=[CH:11][CH:12]=2)[NH:7][CH:6]=1)=[O:4].[CH3:20][O:21][C:22]1[CH:27]=[C:26]([O:28][CH3:29])[N:25]=[C:24]([NH2:30])[N:23]=1. Given the product [CH3:20][O:21][C:22]1[CH:27]=[C:26]([O:28][CH3:29])[N:25]=[C:24]([NH:30][CH:2]([C:14]2[CH:19]=[CH:18][CH:17]=[CH:16][CH:15]=2)[C:3]([C:5]2[C:13]3[C:8](=[CH:9][CH:10]=[CH:11][CH:12]=3)[NH:7][CH:6]=2)=[O:4])[N:23]=1, predict the reactants needed to synthesize it. (8) Given the product [CH:44]1([C:48]([NH:26][C:14]2[CH:15]=[C:16]([N:19]3[CH2:20][CH2:21][N:22]([CH3:25])[CH2:23][CH2:24]3)[CH:17]=[CH:18][C:13]=2[C:12]([NH:11][C:10]2[C:9]3[CH2:28][N:29]([S:33]([C:36]4[CH:37]=[C:38]([F:43])[CH:39]=[C:40]([F:42])[CH:41]=4)(=[O:34])=[O:35])[C:30]([CH3:32])([CH3:31])[C:8]=3[NH:7][N:6]=2)=[O:27])=[O:49])[CH2:47][CH2:46][CH2:45]1, predict the reactants needed to synthesize it. The reactants are: C(OC([N:6]1[C:10]([NH:11][C:12](=[O:27])[C:13]2[CH:18]=[CH:17][C:16]([N:19]3[CH2:24][CH2:23][N:22]([CH3:25])[CH2:21][CH2:20]3)=[CH:15][C:14]=2[NH2:26])=[C:9]2[CH2:28][N:29]([S:33]([C:36]3[CH:41]=[C:40]([F:42])[CH:39]=[C:38]([F:43])[CH:37]=3)(=[O:35])=[O:34])[C:30]([CH3:32])([CH3:31])[C:8]2=[N:7]1)=O)C.[CH:44]1([C:48](Cl)=[O:49])[CH2:47][CH2:46][CH2:45]1. (9) Given the product [Br:14][C:15]1[C:23]2[CH2:22][CH2:21][N:20]([C:11]([C:9]3[CH:10]=[C:5]4[N:4]=[CH:3][C:2]([Br:1])=[CH:7][N:6]4[N:8]=3)=[O:13])[CH:19]([CH3:24])[C:18]=2[O:17][CH:16]=1, predict the reactants needed to synthesize it. The reactants are: [Br:1][C:2]1[CH:3]=[N:4][C:5]2[N:6]([N:8]=[C:9]([C:11]([OH:13])=O)[CH:10]=2)[CH:7]=1.[Br:14][C:15]1[C:23]2[CH2:22][CH2:21][NH:20][CH:19]([CH3:24])[C:18]=2[O:17][CH:16]=1.